From a dataset of Full USPTO retrosynthesis dataset with 1.9M reactions from patents (1976-2016). Predict the reactants needed to synthesize the given product. (1) Given the product [F:9][C:10]1[CH:15]=[CH:14][C:13]2[C:12]([CH:11]=1)=[C:6]1[C:5](=[CH:17][CH:16]=2)[C:4](=[O:7])[C:3]2[C:2](=[CH:17][CH:16]=[C:13]3[CH:14]=[CH:15][C:10]([F:9])=[CH:11][C:12]3=2)[C:1]1=[O:8], predict the reactants needed to synthesize it. The reactants are: [C:1]1(=[O:8])[CH:6]=[CH:5][C:4](=[O:7])[CH:3]=[CH:2]1.[F:9][C:10]1[CH:15]=[CH:14][C:13]([CH:16]=[CH2:17])=[CH:12][CH:11]=1. (2) Given the product [C:1]([C:5]1[CH:6]=[C:7]([CH:12]=[C:13]([C:15]2[N:16]=[N:17][NH:18][N:19]=2)[CH:14]=1)[C:8]([OH:10])=[O:9])([CH3:4])([CH3:2])[CH3:3], predict the reactants needed to synthesize it. The reactants are: [C:1]([C:5]1[CH:6]=[C:7]([CH:12]=[C:13]([C:15]2[N:16]=[N:17][N:18](CCC#N)[N:19]=2)[CH:14]=1)[C:8]([O:10]C)=[O:9])([CH3:4])([CH3:3])[CH3:2].O.[OH-].[Li+].